This data is from Forward reaction prediction with 1.9M reactions from USPTO patents (1976-2016). The task is: Predict the product of the given reaction. (1) Given the reactants [C:1]([Si:5]([CH3:8])([CH3:7])Cl)([CH3:4])([CH3:3])[CH3:2].N1C=CN=C1.[Cl:14][C:15]1[CH:16]=[C:17]([C:27]([C:29]2[CH:34]=[CH:33][C:32]([Cl:35])=[C:31]([O:36][CH3:37])[N:30]=2)=[O:28])[CH:18]=[CH:19][C:20]=1[O:21][CH2:22][CH2:23][CH2:24][CH2:25][OH:26].[Cl-].[NH4+], predict the reaction product. The product is: [Si:5]([O:26][CH2:25][CH2:24][CH2:23][CH2:22][O:21][C:20]1[CH:19]=[CH:18][C:17]([C:27]([C:29]2[CH:34]=[CH:33][C:32]([Cl:35])=[C:31]([O:36][CH3:37])[N:30]=2)=[O:28])=[CH:16][C:15]=1[Cl:14])([C:1]([CH3:4])([CH3:3])[CH3:2])([CH3:8])[CH3:7]. (2) Given the reactants [Cl:1][C:2]1[C:24]([Cl:25])=[CH:23][CH:22]=[CH:21][C:3]=1[CH2:4][C:5]1[CH:6]=[C:7]2[C:12](=[CH:13][CH:14]=1)[NH:11][CH:10]=[C:9]([C:15]([O:17][CH2:18][CH3:19])=[O:16])[C:8]2=[O:20].[C:26]([O:29][CH2:30][CH2:31]Br)(=[O:28])[CH3:27].C(=O)([O-])[O-].[K+].[K+].[Cl-].[NH4+], predict the reaction product. The product is: [C:26]([O:29][CH2:30][CH2:31][N:11]1[C:12]2[C:7](=[CH:6][C:5]([CH2:4][C:3]3[CH:21]=[CH:22][CH:23]=[C:24]([Cl:25])[C:2]=3[Cl:1])=[CH:14][CH:13]=2)[C:8](=[O:20])[C:9]([C:15]([O:17][CH2:18][CH3:19])=[O:16])=[CH:10]1)(=[O:28])[CH3:27]. (3) Given the reactants [NH2:1][C:2]1[S:3][C:4]2[C:9](=O)[NH:8][C:7]([S:11][CH2:12][C:13]3[N:14]=[C:15]([CH3:18])[S:16][CH:17]=3)=[N:6][C:5]=2[N:19]=1.P(Cl)(Cl)([Cl:22])=O, predict the reaction product. The product is: [Cl:22][C:9]1[C:4]2[S:3][C:2]([NH2:1])=[N:19][C:5]=2[N:6]=[C:7]([S:11][CH2:12][C:13]2[N:14]=[C:15]([CH3:18])[S:16][CH:17]=2)[N:8]=1.